Dataset: Catalyst prediction with 721,799 reactions and 888 catalyst types from USPTO. Task: Predict which catalyst facilitates the given reaction. (1) Reactant: [Li+].CC([N-]C(C)C)C.[CH:9]([C:11]1[CH:12]=[C:13]2[C:18](=[CH:19][CH:20]=1)/[C:17](=[N:21]/[OH:22])/[CH2:16][CH2:15][CH2:14]2)=[CH2:10].[CH2:23]([C:27]1[CH:36]=[CH:35][C:30]([C:31](OC)=O)=[CH:29][C:28]=1[C:37]([F:40])([F:39])[F:38])[CH:24]([CH3:26])[CH3:25].S(Cl)(Cl)=O. Product: [CH2:23]([C:27]1[CH:36]=[CH:35][C:30]([C:31]2[O:22][N:21]=[C:17]3[C:18]4[C:13]([CH2:14][CH2:15][C:16]=23)=[CH:12][C:11]([CH:9]=[CH2:10])=[CH:20][CH:19]=4)=[CH:29][C:28]=1[C:37]([F:38])([F:39])[F:40])[CH:24]([CH3:26])[CH3:25]. The catalyst class is: 859. (2) Reactant: [CH3:1][O:2][C:3]1[CH:4]=[CH:5][C:6]2[NH:12][C:11](=[O:13])[N:10]([CH:14]3[CH2:19][CH2:18][NH:17][CH2:16][CH2:15]3)[CH2:9][CH2:8][C:7]=2[CH:20]=1.F[C:22]1[CH:27]=[C:26]([C:28]([OH:30])=[O:29])[CH:25]=[CH:24][N:23]=1. Product: [CH3:1][O:2][C:3]1[CH:4]=[CH:5][C:6]2[NH:12][C:11](=[O:13])[N:10]([CH:14]3[CH2:19][CH2:18][N:17]([C:22]4[CH:27]=[C:26]([C:28]([OH:30])=[O:29])[CH:25]=[CH:24][N:23]=4)[CH2:16][CH2:15]3)[CH2:9][CH2:8][C:7]=2[CH:20]=1. The catalyst class is: 37.